Dataset: Merck oncology drug combination screen with 23,052 pairs across 39 cell lines. Task: Regression. Given two drug SMILES strings and cell line genomic features, predict the synergy score measuring deviation from expected non-interaction effect. (1) Drug 1: CS(=O)(=O)CCNCc1ccc(-c2ccc3ncnc(Nc4ccc(OCc5cccc(F)c5)c(Cl)c4)c3c2)o1. Drug 2: O=C(O)C1(Cc2cccc(Nc3nccs3)n2)CCC(Oc2cccc(Cl)c2F)CC1. Cell line: OCUBM. Synergy scores: synergy=10.7. (2) Drug 1: O=c1[nH]cc(F)c(=O)[nH]1. Drug 2: C=CCn1c(=O)c2cnc(Nc3ccc(N4CCN(C)CC4)cc3)nc2n1-c1cccc(C(C)(C)O)n1. Cell line: RPMI7951. Synergy scores: synergy=16.7. (3) Drug 1: CN(Cc1cnc2nc(N)nc(N)c2n1)c1ccc(C(=O)NC(CCC(=O)O)C(=O)O)cc1. Drug 2: O=C(CCCCCCC(=O)Nc1ccccc1)NO. Cell line: EFM192B. Synergy scores: synergy=-2.94.